From a dataset of Reaction yield outcomes from USPTO patents with 853,638 reactions. Predict the reaction yield, written as a fraction of the theoretical maximum amount of product (1.0 means a 100% yield; for example, 0.34 means a 34% yield). The reactants are [C:1]([C@@:3]1([OH:19])[C@H:7]([OH:8])[C@@H:6]([CH2:9][OH:10])[O:5][C@H:4]1[N:11]1[CH:16]=[CH:15][C:14](=[O:17])[NH:13][C:12]1=[O:18])#[CH:2].C([Mg]Cl)(C)(C)C.[Cl:26][C:27]1[CH:60]=[CH:59][C:30]([O:31][P:32]([NH:46][C@@H:47]([CH3:58])[C:48]([O:50][CH2:51][C:52]2[CH:57]=[CH:56][CH:55]=[CH:54][CH:53]=2)=[O:49])(OC2C(F)=C(F)C(F)=C(F)C=2F)=[O:33])=[CH:29][CH:28]=1. The yield is 0.710. The product is [Cl:26][C:27]1[CH:28]=[CH:29][C:30]([O:31][P:32]([NH:46][C@@H:47]([CH3:58])[C:48]([O:50][CH2:51][C:52]2[CH:53]=[CH:54][CH:55]=[CH:56][CH:57]=2)=[O:49])([O:10][CH2:9][C@@H:6]2[C@@H:7]([OH:8])[C@@:3]([C:1]#[CH:2])([OH:19])[C@H:4]([N:11]3[CH:16]=[CH:15][C:14](=[O:17])[NH:13][C:12]3=[O:18])[O:5]2)=[O:33])=[CH:59][CH:60]=1. The catalyst is C1COCC1.